Dataset: Catalyst prediction with 721,799 reactions and 888 catalyst types from USPTO. Task: Predict which catalyst facilitates the given reaction. (1) Reactant: [CH3:1][O:2][C:3]([C:5]1[CH:22]=[CH:21][CH:20]=[CH:19][C:6]=1[O:7][CH2:8][C:9]1[N:14]=[CH:13][C:12]([C:15]([O:17][CH3:18])=[O:16])=[CH:11][CH:10]=1)=[O:4].[BH3-]C#N.[Na+]. Product: [CH3:1][O:2][C:3]([C:5]1[CH:22]=[CH:21][CH:20]=[CH:19][C:6]=1[O:7][CH2:8][C@@H:9]1[NH:14][CH2:13][C@@H:12]([C:15]([O:17][CH3:18])=[O:16])[CH2:11][CH2:10]1)=[O:4]. The catalyst class is: 15. (2) Reactant: [OH:1][C:2]1[CH:7]=[C:6]([CH3:8])[C:5]([C:9]2[CH:14]=[CH:13][CH:12]=[C:11]([CH2:15][O:16][C:17]3[CH:22]=[CH:21][C:20]([C:23]4([CH2:27][C:28]([O:30][CH2:31][CH3:32])=[O:29])[CH2:26][O:25][CH2:24]4)=[CH:19][CH:18]=3)[CH:10]=2)=[C:4]([CH3:33])[CH:3]=1.CC1C=CC(S(O[CH2:45][CH:46]2[CH2:51][CH2:50][O:49][CH2:48][CH2:47]2)(=O)=O)=CC=1.C(=O)([O-])[O-].[Cs+].[Cs+]. Product: [CH3:8][C:6]1[CH:7]=[C:2]([O:1][CH2:45][CH:46]2[CH2:51][CH2:50][O:49][CH2:48][CH2:47]2)[CH:3]=[C:4]([CH3:33])[C:5]=1[C:9]1[CH:14]=[CH:13][CH:12]=[C:11]([CH2:15][O:16][C:17]2[CH:22]=[CH:21][C:20]([C:23]3([CH2:27][C:28]([O:30][CH2:31][CH3:32])=[O:29])[CH2:24][O:25][CH2:26]3)=[CH:19][CH:18]=2)[CH:10]=1. The catalyst class is: 3. (3) Reactant: [CH:1]1([N:4]2[C:9](=[O:10])[C:8]3[C:11]([OH:18])=[C:12]([CH3:17])[C:13](=[O:16])[N:14]([CH3:15])[C:7]=3[N:6]([C:19]3[CH:24]=[CH:23][C:22]([I:25])=[CH:21][C:20]=3[F:26])[C:5]2=[O:27])[CH2:3][CH2:2]1.N1C(C)=CC=CC=1C.[F:36][C:37]([F:50])([F:49])[S:38](O[S:38]([C:37]([F:50])([F:49])[F:36])(=[O:40])=[O:39])(=[O:40])=[O:39]. Product: [CH:1]1([N:4]2[C:9](=[O:10])[C:8]3[C:11]([O:18][S:38]([C:37]([F:50])([F:49])[F:36])(=[O:40])=[O:39])=[C:12]([CH3:17])[C:13](=[O:16])[N:14]([CH3:15])[C:7]=3[N:6]([C:19]3[CH:24]=[CH:23][C:22]([I:25])=[CH:21][C:20]=3[F:26])[C:5]2=[O:27])[CH2:3][CH2:2]1. The catalyst class is: 22.